Dataset: Full USPTO retrosynthesis dataset with 1.9M reactions from patents (1976-2016). Task: Predict the reactants needed to synthesize the given product. (1) Given the product [F:20][C:21]1[CH:27]=[CH:26][C:24]([NH:25][C:16](=[O:18])[CH2:15][C:3]2[N:2]([CH3:1])[C:7](=[O:8])[CH:6]=[C:5]([N:9]3[CH2:10][CH2:11][O:12][CH2:13][CH2:14]3)[N:4]=2)=[CH:23][C:22]=1[O:28][CH3:29], predict the reactants needed to synthesize it. The reactants are: [CH3:1][N:2]1[C:7](=[O:8])[CH:6]=[C:5]([N:9]2[CH2:14][CH2:13][O:12][CH2:11][CH2:10]2)[N:4]=[C:3]1[CH2:15][C:16]([O-:18])=O.[Na+].[F:20][C:21]1[CH:27]=[CH:26][C:24]([NH2:25])=[CH:23][C:22]=1[O:28][CH3:29].Cl.CN(C)CCCN=C=NCC.C(Cl)Cl.CO. (2) Given the product [ClH:17].[F:1][C:2]1[CH:3]=[N:4][C:5]([C@@H:8]([NH2:10])[CH3:9])=[N:6][CH:7]=1, predict the reactants needed to synthesize it. The reactants are: [F:1][C:2]1[CH:3]=[N:4][C:5]([C@@H:8]([NH:10]S([C@H](C)CC)=O)[CH3:9])=[N:6][CH:7]=1.[ClH:17].